This data is from Forward reaction prediction with 1.9M reactions from USPTO patents (1976-2016). The task is: Predict the product of the given reaction. Given the reactants [C:1]([SiH2:5][O:6][C:7]([C:19]1[CH:24]=[CH:23][CH:22]=[CH:21][CH:20]=1)([C:13]1[CH:18]=[CH:17][CH:16]=[CH:15][CH:14]=1)[C:8](=[CH:11][CH3:12])[CH2:9][OH:10])([CH3:4])([CH3:3])[CH3:2].C[C:26]([CH3:29])([O-:28])[CH3:27].[Mg+2].[CH3:31][C:32](C)([O-:34])[CH3:33].S(C1C=CC(C)=CC=1)(O)(=O)=O.[CH:47]([P:50](=O)(O)[OH:51])(C)C, predict the reaction product. The product is: [CH:26]([O:28][P:50]([CH2:47][O:10][CH2:9][C:8]([C:7]([C:13]1[CH:18]=[CH:17][CH:16]=[CH:15][CH:14]=1)([C:19]1[CH:20]=[CH:21][CH:22]=[CH:23][CH:24]=1)[O:6][SiH2:5][C:1]([CH3:2])([CH3:3])[CH3:4])=[CH:11][CH3:12])(=[O:51])[O:34][CH:32]([CH3:33])[CH3:31])([CH3:29])[CH3:27].